From a dataset of NCI-60 drug combinations with 297,098 pairs across 59 cell lines. Regression. Given two drug SMILES strings and cell line genomic features, predict the synergy score measuring deviation from expected non-interaction effect. Drug 1: COC1=NC(=NC2=C1N=CN2C3C(C(C(O3)CO)O)O)N. Drug 2: CCCCC(=O)OCC(=O)C1(CC(C2=C(C1)C(=C3C(=C2O)C(=O)C4=C(C3=O)C=CC=C4OC)O)OC5CC(C(C(O5)C)O)NC(=O)C(F)(F)F)O. Cell line: NCI-H522. Synergy scores: CSS=40.5, Synergy_ZIP=-2.34, Synergy_Bliss=1.35, Synergy_Loewe=-14.6, Synergy_HSA=1.08.